Dataset: Peptide-MHC class I binding affinity with 185,985 pairs from IEDB/IMGT. Task: Regression. Given a peptide amino acid sequence and an MHC pseudo amino acid sequence, predict their binding affinity value. This is MHC class I binding data. (1) The peptide sequence is WTALMFAAY. The MHC is HLA-A29:02 with pseudo-sequence HLA-A29:02. The binding affinity (normalized) is 0.626. (2) The peptide sequence is RRQRKRRWRRR. The MHC is Mamu-B03 with pseudo-sequence Mamu-B03. The binding affinity (normalized) is 0.611. (3) The binding affinity (normalized) is 0.125. The MHC is HLA-B51:01 with pseudo-sequence HLA-B51:01. The peptide sequence is YAQMWSLMYF. (4) The peptide sequence is DEFIQRYKL. The MHC is HLA-B40:01 with pseudo-sequence HLA-B40:01. The binding affinity (normalized) is 0.0681. (5) The peptide sequence is GSSKIRWIVE. The MHC is HLA-A32:01 with pseudo-sequence HLA-A32:01. The binding affinity (normalized) is 0.286. (6) The peptide sequence is AEHDPWWAV. The MHC is HLA-B58:01 with pseudo-sequence HLA-B58:01. The binding affinity (normalized) is 0.0847. (7) The peptide sequence is SLFKNVRLL. The MHC is HLA-C07:01 with pseudo-sequence HLA-C07:01. The binding affinity (normalized) is 0.655. (8) The peptide sequence is MQYLNPPPY. The MHC is HLA-B08:01 with pseudo-sequence HLA-B08:01. The binding affinity (normalized) is 0.0847.